This data is from Peptide-MHC class I binding affinity with 185,985 pairs from IEDB/IMGT. The task is: Regression. Given a peptide amino acid sequence and an MHC pseudo amino acid sequence, predict their binding affinity value. This is MHC class I binding data. (1) The peptide sequence is NKAWLVHRQW. The MHC is HLA-B44:03 with pseudo-sequence HLA-B44:03. The binding affinity (normalized) is 0.231. (2) The peptide sequence is QIYLSDSDNI. The MHC is HLA-A02:01 with pseudo-sequence HLA-A02:01. The binding affinity (normalized) is 0.0643. (3) The peptide sequence is QFCFLKKG. The MHC is Mamu-B08 with pseudo-sequence Mamu-B08. The binding affinity (normalized) is 0. (4) The MHC is HLA-A26:01 with pseudo-sequence HLA-A26:01. The peptide sequence is AMYTPHTVL. The binding affinity (normalized) is 0. (5) The peptide sequence is HERPVILSL. The MHC is HLA-B44:02 with pseudo-sequence HLA-B44:02. The binding affinity (normalized) is 0.0847. (6) The peptide sequence is KAADVRWEDQ. The binding affinity (normalized) is 0.159. The MHC is HLA-A32:01 with pseudo-sequence HLA-A32:01. (7) The peptide sequence is LMWASSGFF. The MHC is HLA-B58:01 with pseudo-sequence HLA-B58:01. The binding affinity (normalized) is 0.611. (8) The peptide sequence is PSLCRVNNSY. The MHC is HLA-A30:01 with pseudo-sequence HLA-A30:01. The binding affinity (normalized) is 0.137. (9) The peptide sequence is PLFDFVNEK. The MHC is HLA-A31:01 with pseudo-sequence HLA-A31:01. The binding affinity (normalized) is 0.344.